From a dataset of NCI-60 drug combinations with 297,098 pairs across 59 cell lines. Regression. Given two drug SMILES strings and cell line genomic features, predict the synergy score measuring deviation from expected non-interaction effect. Drug 1: C1CCN(CC1)CCOC2=CC=C(C=C2)C(=O)C3=C(SC4=C3C=CC(=C4)O)C5=CC=C(C=C5)O. Synergy scores: CSS=0.795, Synergy_ZIP=-1.65, Synergy_Bliss=-2.84, Synergy_Loewe=-27.9, Synergy_HSA=-2.02. Drug 2: COC1=C2C(=CC3=C1OC=C3)C=CC(=O)O2. Cell line: SK-OV-3.